The task is: Predict which catalyst facilitates the given reaction.. This data is from Catalyst prediction with 721,799 reactions and 888 catalyst types from USPTO. (1) Reactant: [C:1]1([CH3:18])[CH:6]=[CH:5][C:4]([CH2:7][C:8](=[O:17])[CH2:9][C:10]2[CH:15]=[CH:14][C:13]([CH3:16])=[CH:12][CH:11]=2)=[CH:3][CH:2]=1.[CH3:19][C:20]1[CH:25]=[CH:24][C:23]([C:26]([C:28]([C:30]2[CH:35]=[CH:34][C:33]([CH3:36])=[CH:32][CH:31]=2)=O)=O)=[CH:22][CH:21]=1.[OH-].C([N+](C)(C)C)C1C=CC=CC=1. Product: [C:1]1([CH3:18])[CH:6]=[CH:5][C:4]([C:7]2[C:8](=[O:17])[C:9]([C:10]3[CH:11]=[CH:12][C:13]([CH3:16])=[CH:14][CH:15]=3)=[C:28]([C:30]3[CH:35]=[CH:34][C:33]([CH3:36])=[CH:32][CH:31]=3)[C:26]=2[C:23]2[CH:22]=[CH:21][C:20]([CH3:19])=[CH:25][CH:24]=2)=[CH:3][CH:2]=1. The catalyst class is: 8. (2) Reactant: C(OC([N:8]1[CH2:13][CH2:12][N:11]([CH2:14][C:15]2[CH:20]=[CH:19][CH:18]=[C:17]([C:21](=[O:25])[N:22]([CH3:24])[CH3:23])[CH:16]=2)[CH2:10][CH2:9]1)=O)(C)(C)C.[ClH:26]. The catalyst class is: 12. Product: [ClH:26].[ClH:26].[CH3:23][N:22]([CH3:24])[C:21](=[O:25])[C:17]1[CH:18]=[CH:19][CH:20]=[C:15]([CH2:14][N:11]2[CH2:12][CH2:13][NH:8][CH2:9][CH2:10]2)[CH:16]=1. (3) Reactant: [N:1]1([C:15]([O:17][CH2:18][C:19]2[CH:24]=[CH:23][CH:22]=[CH:21][CH:20]=2)=[O:16])[CH2:6][CH2:5][C:4]2([C:14]3[C:9](=[CH:10][CH:11]=[CH:12][CH:13]=3)[NH:8][CH2:7]2)[CH2:3][CH2:2]1.Br[C:26]1[CH:31]=[CH:30][CH:29]=[CH:28][CH:27]=1.C(=O)([O-])[O-].[Cs+].[Cs+]. Product: [C:26]1([N:8]2[C:9]3[C:14](=[CH:13][CH:12]=[CH:11][CH:10]=3)[C:4]3([CH2:3][CH2:2][N:1]([C:15]([O:17][CH2:18][C:19]4[CH:20]=[CH:21][CH:22]=[CH:23][CH:24]=4)=[O:16])[CH2:6][CH2:5]3)[CH2:7]2)[CH:31]=[CH:30][CH:29]=[CH:28][CH:27]=1. The catalyst class is: 584. (4) Reactant: [Cl:1][C:2]1[CH:3]=[CH:4][C:5]([O:11][CH3:12])=[C:6]([CH:10]=1)[C:7](O)=[O:8].S(Cl)([Cl:15])=O. Product: [Cl:1][C:2]1[CH:3]=[CH:4][C:5]([O:11][CH3:12])=[C:6]([CH:10]=1)[C:7]([Cl:15])=[O:8]. The catalyst class is: 48. (5) Reactant: [NH2:1][C:2]1[CH:12]=[CH:11][C:5]([C:6]([O:8][CH2:9][CH3:10])=[O:7])=[CH:4][CH:3]=1.[CH3:13][C:14]1([CH3:22])[CH2:20][C:19](=O)[O:18][C:16](=[O:17])[CH2:15]1.C(Cl)(=O)C. Product: [CH3:13][C:14]1([CH3:22])[CH2:15][C:16](=[O:17])[N:1]([C:2]2[CH:3]=[CH:4][C:5]([C:6]([O:8][CH2:9][CH3:10])=[O:7])=[CH:11][CH:12]=2)[C:19](=[O:18])[CH2:20]1. The catalyst class is: 417.